From a dataset of Catalyst prediction with 721,799 reactions and 888 catalyst types from USPTO. Predict which catalyst facilitates the given reaction. Reactant: [OH:1][C:2]1[CH:7]=[CH:6][C:5]([C:8]2[O:12][C:11]([CH3:14])([CH3:13])[C:10](=[O:15])[C:9]=2[C:16]2[CH:21]=[CH:20][C:19]([O:22][CH3:23])=[CH:18][CH:17]=2)=[CH:4][CH:3]=1.C([O-])([O-])=O.[K+].[K+].Cl[CH2:31][C:32]1[CH:41]=[CH:40][C:39]2[C:34](=[CH:35][CH:36]=[CH:37][CH:38]=2)[N:33]=1. Product: [CH3:23][O:22][C:19]1[CH:18]=[CH:17][C:16]([C:9]2[C:10](=[O:15])[C:11]([CH3:13])([CH3:14])[O:12][C:8]=2[C:5]2[CH:4]=[CH:3][C:2]([O:1][CH2:31][C:32]3[CH:41]=[CH:40][C:39]4[C:34](=[CH:35][CH:36]=[CH:37][CH:38]=4)[N:33]=3)=[CH:7][CH:6]=2)=[CH:21][CH:20]=1. The catalyst class is: 10.